From a dataset of Full USPTO retrosynthesis dataset with 1.9M reactions from patents (1976-2016). Predict the reactants needed to synthesize the given product. (1) The reactants are: [C:1]([C:5]1[CH:6]=[C:7]([NH2:17])[N:8]([C:10]2[CH:15]=[CH:14][CH:13]=[C:12]([F:16])[CH:11]=2)[N:9]=1)([CH3:4])([CH3:3])[CH3:2].C(=O)([O-])[O-].[K+].[K+].Cl[C:25]([O:27][C:28]1[CH:33]=[CH:32][CH:31]=[CH:30][CH:29]=1)=[O:26]. Given the product [C:28]1([O:27][C:25](=[O:26])[NH:17][C:7]2[N:8]([C:10]3[CH:15]=[CH:14][CH:13]=[C:12]([F:16])[CH:11]=3)[N:9]=[C:5]([C:1]([CH3:4])([CH3:2])[CH3:3])[CH:6]=2)[CH:33]=[CH:32][CH:31]=[CH:30][CH:29]=1, predict the reactants needed to synthesize it. (2) Given the product [N+:7]([C:6]1[C:2]([N:1]2[C:13](=[O:14])[C:12]3[C:11](=[CH:19][CH:18]=[CH:17][CH:16]=3)[C:10]2=[O:15])=[N:3][NH:4][CH:5]=1)([O-:9])=[O:8], predict the reactants needed to synthesize it. The reactants are: [NH2:1][C:2]1[C:6]([N+:7]([O-:9])=[O:8])=[CH:5][NH:4][N:3]=1.[C:10]1(=O)[O:15][C:13](=[O:14])[C:12]2=[CH:16][CH:17]=[CH:18][CH:19]=[C:11]12. (3) The reactants are: OO.[C:3]([O:21][CH:22]1[CH2:27][C:26]([CH3:29])([CH3:28])[N:25]([OH:30])[C:24]([CH3:32])([CH3:31])[CH2:23]1)(=[O:20])[CH2:4][CH2:5][C:6]([O:8][CH:9]1[CH2:14][C:13]([CH3:16])([CH3:15])[N:12]([OH:17])[C:11]([CH3:19])([CH3:18])[CH2:10]1)=[O:7].S([O-])([O-])=O.[Na+].[Na+].[C:39]([OH:43])([CH3:42])([CH3:41])[CH3:40]. Given the product [OH:43][C:39]([CH3:42])([CH3:41])[CH2:40][O:17][N:12]1[C:13]([CH3:16])([CH3:15])[CH2:14][CH:9]([O:8][C:6](=[O:7])[CH2:5][CH2:4][C:3]([O:21][CH:22]2[CH2:27][C:26]([CH3:29])([CH3:28])[N:25]([O:30][CH2:40][C:39]([OH:43])([CH3:42])[CH3:41])[C:24]([CH3:32])([CH3:31])[CH2:23]2)=[O:20])[CH2:10][C:11]1([CH3:19])[CH3:18], predict the reactants needed to synthesize it. (4) Given the product [F:1][C:2]1[CH:8]=[CH:7][C:5]([NH:6][C@H:14]2[C@:23]3([OH:13])[C@H:18]([CH2:19][CH2:20][O:21][CH2:22]3)[CH2:17][CH2:16][CH2:15]2)=[CH:4][CH:3]=1, predict the reactants needed to synthesize it. The reactants are: [F:1][C:2]1[CH:8]=[CH:7][C:5]([NH2:6])=[CH:4][CH:3]=1.C[Al](C)C.[O:13]1[C@@:23]23[C@H:18]([CH2:19][CH2:20][O:21][CH2:22]2)[CH2:17][CH2:16][CH2:15][CH:14]13. (5) Given the product [Cl:28][C:17]1[S:16][C:15]([NH:18][C:19]2[N:24]=[C:23]([CH3:25])[CH:22]=[CH:21][N:20]=2)=[N:14][C:13]=1[C:11]1[CH:10]=[N:9][N:8]([CH2:7][C:6]2[CH:5]=[CH:4][C:3]([O:2][CH3:1])=[CH:27][CH:26]=2)[CH:12]=1, predict the reactants needed to synthesize it. The reactants are: [CH3:1][O:2][C:3]1[CH:27]=[CH:26][C:6]([CH2:7][N:8]2[CH:12]=[C:11]([C:13]3[N:14]=[C:15]([NH:18][C:19]4[N:24]=[C:23]([CH3:25])[CH:22]=[CH:21][N:20]=4)[S:16][CH:17]=3)[CH:10]=[N:9]2)=[CH:5][CH:4]=1.[Cl:28]N1C(=O)CCC1=O. (6) Given the product [CH3:7][CH:6]([CH2:10][CH2:11][C:12](=[O:14])[CH3:13])[C:4]([O:3][CH2:1][CH3:2])=[O:5], predict the reactants needed to synthesize it. The reactants are: [CH2:1]([O:3][C:4]([C:6](C)([CH2:10][CH2:11][C:12](=[O:14])[CH3:13])[C:7](O)=O)=[O:5])[CH3:2].